Dataset: Full USPTO retrosynthesis dataset with 1.9M reactions from patents (1976-2016). Task: Predict the reactants needed to synthesize the given product. (1) The reactants are: Cl[C:2]1[N:7]=[CH:6][C:5]([NH2:8])=[CH:4][C:3]=1[C:9]([F:12])([F:11])[F:10].C1C=CC(P(C2C=CC=CC=2)CCCP(C2C=CC=CC=2)C2C=CC=CC=2)=CC=1.[CH:42]([O:44]CCCC)=[CH2:43].C([O-])(O)=O.[Na+]. Given the product [NH2:8][C:5]1[CH:4]=[C:3]([C:9]([F:12])([F:11])[F:10])[C:2]([C:42](=[O:44])[CH3:43])=[N:7][CH:6]=1, predict the reactants needed to synthesize it. (2) Given the product [Cl:1][C:2]1[C:3]([S:32]([NH:42][C:40]2[O:39][N:38]=[C:37]([CH3:36])[CH:41]=2)(=[O:33])=[O:35])=[N:4][CH:5]=[C:6]([C:17]([N:19]2[CH2:20][CH2:21][CH:22]([C:25]3[CH:26]=[CH:27][C:28]([F:31])=[CH:29][CH:30]=3)[CH2:23][CH2:24]2)=[O:18])[C:7]=1[NH:8][C:9]1[CH:14]=[CH:13][C:12]([F:15])=[CH:11][C:10]=1[CH3:16], predict the reactants needed to synthesize it. The reactants are: [Cl:1][C:2]1[C:3]([S:32]([OH:35])(=O)=[O:33])=[N:4][CH:5]=[C:6]([C:17]([N:19]2[CH2:24][CH2:23][CH:22]([C:25]3[CH:30]=[CH:29][C:28]([F:31])=[CH:27][CH:26]=3)[CH2:21][CH2:20]2)=[O:18])[C:7]=1[NH:8][C:9]1[CH:14]=[CH:13][C:12]([F:15])=[CH:11][C:10]=1[CH3:16].[CH3:36][C:37]1[CH:41]=[C:40]([NH2:42])[O:39][N:38]=1. (3) Given the product [Cl:31][C:29]1[CH:28]=[CH:27][C:26]([F:32])=[C:25]([C:9]2[CH:8]=[C:7]3[C:5]4([CH2:4][O:3][C:2]([NH2:1])=[N:6]4)[C:19]4[C:14](=[N:15][CH:16]=[C:17]([O:20][CH2:21][C:22]5([CH3:23])[O:46][CH2:45][CH2:44][O:24]5)[CH:18]=4)[O:13][C:12]3=[CH:11][CH:10]=2)[CH:30]=1, predict the reactants needed to synthesize it. The reactants are: [NH2:1][C:2]1[O:3][CH2:4][C:5]2([C:19]3[C:14](=[N:15][CH:16]=[C:17]([O:20][CH2:21][C:22](=[O:24])[CH3:23])[CH:18]=3)[O:13][C:12]3[C:7]2=[CH:8][C:9]([C:25]2[CH:30]=[C:29]([Cl:31])[CH:28]=[CH:27][C:26]=2[F:32])=[CH:10][CH:11]=3)[N:6]=1.C1(C)C=CC(S(O)(=O)=O)=CC=1.[CH2:44](O)[CH2:45][OH:46].C([O-])(O)=O.[Na+]. (4) Given the product [Cl:27][C:4]1[CH:5]=[C:6]([CH2:8][NH:9][C:10]([NH2:26])=[N:11][C:12](=[O:25])[CH2:13][C:14]2[C:22]3[C:17](=[CH:18][CH:19]=[CH:20][CH:21]=3)[NH:16][C:15]=2[CH3:32])[CH:7]=[C:2]([Cl:1])[C:3]=1[NH:28][C:29](=[O:31])[CH3:30], predict the reactants needed to synthesize it. The reactants are: [Cl:1][C:2]1[CH:7]=[C:6]([CH2:8][NH:9][C:10]([NH2:26])=[N:11][C:12](=[O:25])[CH2:13][C:14]2[C:22]3[C:17](=[CH:18][CH:19]=[C:20](OC)[CH:21]=3)[NH:16][CH:15]=2)[CH:5]=[C:4]([Cl:27])[C:3]=1[NH:28][C:29](=[O:31])[CH3:30].[CH3:32]C1NC2C(C=1CC(O)=O)=CC=CC=2.COC1C=C2C(=CC=1)NC=C2CC(N(C(SC)=N)C(=O)OC(C)(C)C)=O.C(NC1C(Cl)=CC(CN)=CC=1Cl)(=O)C. (5) The reactants are: [Br:1]Br.Cl.[NH2:4][C:5]1[CH:10]=[C:9]([C:11](=[O:13])[CH3:12])[CH:8]=[CH:7][N:6]=1.[BrH:14]. Given the product [BrH:1].[NH2:4][C:5]1[CH:10]=[C:9]([C:11](=[O:13])[CH2:12][Br:14])[CH:8]=[CH:7][N:6]=1, predict the reactants needed to synthesize it.